This data is from Full USPTO retrosynthesis dataset with 1.9M reactions from patents (1976-2016). The task is: Predict the reactants needed to synthesize the given product. (1) Given the product [CH3:1][O:2][C:3](=[O:29])[CH2:4][CH2:5][C:6]12[CH2:13][CH2:12][C:9]([C:14]3[NH:22][C:21]4[C:20]([NH:30][CH:31]([CH2:32][OH:33])[CH2:34][CH3:35])=[N:19][C:18](=[O:25])[N:17]([CH2:26][CH2:27][CH3:28])[C:16]=4[N:15]=3)([CH2:10][CH2:11]1)[CH2:8][CH2:7]2, predict the reactants needed to synthesize it. The reactants are: [CH3:1][O:2][C:3](=[O:29])[CH2:4][CH2:5][C:6]12[CH2:13][CH2:12][C:9]([C:14]3[NH:22][C:21]4[C:20](SC)=[N:19][C:18](=[O:25])[N:17]([CH2:26][CH2:27][CH3:28])[C:16]=4[N:15]=3)([CH2:10][CH2:11]1)[CH2:8][CH2:7]2.[NH2:30][C@H:31]([CH2:34][CH3:35])[CH2:32][OH:33]. (2) Given the product [N:15]1([CH2:14][CH2:13][CH2:12][NH:11][C:2]2[CH:7]=[CH:6][CH:5]=[C:4]([N+:8]([O-:10])=[O:9])[CH:3]=2)[CH:19]=[CH:18][N:17]=[CH:16]1, predict the reactants needed to synthesize it. The reactants are: F[C:2]1[CH:3]=[C:4]([N+:8]([O-:10])=[O:9])[CH:5]=[CH:6][CH:7]=1.[NH2:11][CH2:12][CH2:13][CH2:14][N:15]1[CH:19]=[CH:18][N:17]=[CH:16]1.O.